This data is from Catalyst prediction with 721,799 reactions and 888 catalyst types from USPTO. The task is: Predict which catalyst facilitates the given reaction. Product: [C:1]([O:5][C:6](=[O:27])[NH:7][C:8]1[C@:9]([CH3:26])([C:22]([F:25])([F:23])[F:24])[O:10][CH2:11][C@:12]([C:15]2[CH:20]=[CH:19][CH:18]=[C:17]([NH:21][C:35]([C:32]3[CH:31]=[CH:30][C:29]([Br:28])=[CH:34][N:33]=3)=[O:36])[CH:16]=2)([CH3:14])[N:13]=1)([CH3:2])([CH3:3])[CH3:4]. Reactant: [C:1]([O:5][C:6](=[O:27])[NH:7][C:8]1[C@:9]([CH3:26])([C:22]([F:25])([F:24])[F:23])[O:10][CH2:11][C@:12]([C:15]2[CH:20]=[CH:19][CH:18]=[C:17]([NH2:21])[CH:16]=2)([CH3:14])[N:13]=1)([CH3:4])([CH3:3])[CH3:2].[Br:28][C:29]1[CH:30]=[CH:31][C:32]([C:35](O)=[O:36])=[N:33][CH:34]=1.C(Cl)CCl.C1C=NC2N(O)N=NC=2C=1.CCN(C(C)C)C(C)C. The catalyst class is: 3.